From a dataset of Catalyst prediction with 721,799 reactions and 888 catalyst types from USPTO. Predict which catalyst facilitates the given reaction. (1) The catalyst class is: 135. Reactant: CC([Si](C)(C)[O:6][C@H:7]1[C@@H:12]([N:13]2[CH2:17][CH2:16][O:15][C:14]2=[O:18])[CH2:11][CH2:10][NH:9][CH2:8]1)(C)C.[ClH:21]. Product: [ClH:21].[OH:6][C@H:7]1[C@@H:12]([N:13]2[CH2:17][CH2:16][O:15][C:14]2=[O:18])[CH2:11][CH2:10][NH:9][CH2:8]1. (2) Product: [NH:1]1[C:5]2=[CH:6][N:7]=[CH:8][CH:9]=[C:4]2[C:3]([C:11]2[CH2:16][CH2:15][CH:14]([NH:17][C:18](=[O:24])[O:19][C:20]([CH3:22])([CH3:21])[CH3:23])[CH2:13][CH:12]=2)=[CH:2]1. The catalyst class is: 5. Reactant: [NH:1]1[C:5]2=[CH:6][N:7]=[CH:8][CH:9]=[C:4]2[CH:3]=[CH:2]1.O=[C:11]1[CH2:16][CH2:15][CH:14]([NH:17][C:18](=[O:24])[O:19][C:20]([CH3:23])([CH3:22])[CH3:21])[CH2:13][CH2:12]1.[OH-].[K+]. (3) Reactant: [CH3:1][N:2]([CH3:34])[C:3]([C:5]1[C:22]([CH2:23][CH2:24][C:25](=[O:32])[C:26]2[CH:31]=[CH:30][CH:29]=[CH:28][CH:27]=2)=[C:21]([OH:33])[C:8]2[N:9]=[C:10]([CH3:20])[N:11]([CH2:12][O:13][CH2:14][CH2:15][Si:16]([CH3:19])([CH3:18])[CH3:17])[C:7]=2[CH:6]=1)=[O:4].O.C(O)(C)(C)C.CC([O-])(C)C.[K+]. Product: [CH3:34][N:2]([CH3:1])[C:3]([C:5]1[C:22]([CH2:23][CH2:24][C@@H:25]([OH:32])[C:26]2[CH:31]=[CH:30][CH:29]=[CH:28][CH:27]=2)=[C:21]([OH:33])[C:8]2[N:9]=[C:10]([CH3:20])[N:11]([CH2:12][O:13][CH2:14][CH2:15][Si:16]([CH3:19])([CH3:18])[CH3:17])[C:7]=2[CH:6]=1)=[O:4]. The catalyst class is: 32. (4) Reactant: [NH2:1][C:2]1[CH:7]=[CH:6][C:5]([F:8])=[CH:4][C:3]=1[OH:9].[C:10](OCC)(OCC)(OCC)[CH3:11].FC(F)(F)S([O-])(=O)=O.[Bi+3].FC(F)(F)S([O-])(=O)=O.FC(F)(F)S([O-])(=O)=O. Product: [F:8][C:5]1[CH:6]=[CH:7][C:2]2[N:1]=[C:10]([CH3:11])[O:9][C:3]=2[CH:4]=1. The catalyst class is: 4.